From a dataset of TCR-epitope binding with 47,182 pairs between 192 epitopes and 23,139 TCRs. Binary Classification. Given a T-cell receptor sequence (or CDR3 region) and an epitope sequence, predict whether binding occurs between them. (1) The epitope is IQYIDIGNY. The TCR CDR3 sequence is CASSQVRGGRSNEKLFF. Result: 0 (the TCR does not bind to the epitope). (2) The epitope is LQPFPQPELPYPQPQ. The TCR CDR3 sequence is CASSYGASTQYF. Result: 0 (the TCR does not bind to the epitope).